This data is from Full USPTO retrosynthesis dataset with 1.9M reactions from patents (1976-2016). The task is: Predict the reactants needed to synthesize the given product. (1) Given the product [N:39]1([C:6]([C:5]2[CH:9]=[CH:10][C:11]([N+:12]([O-:14])=[O:13])=[C:3]([O:2][CH3:1])[CH:4]=2)=[O:8])[CH2:41][CH2:40]1, predict the reactants needed to synthesize it. The reactants are: [CH3:1][O:2][C:3]1[CH:4]=[C:5]([CH:9]=[CH:10][C:11]=1[N+:12]([O-:14])=[O:13])[C:6]([OH:8])=O.C1(P(C2C=CC=CC=2)C2C=CC=CC=2)C=CC=CC=1.C(Br)(Br)(Br)Br.[NH2:39][CH2:40][CH2:41]O. (2) Given the product [CH2:17]([N:24]1[C:28](/[CH:2]=[C:6](/[C:5]([O:14][CH2:15][CH3:16])=[O:13])\[CH2:7][C:8]([OH:10])=[O:9])=[CH:27][N:26]=[C:25]1[CH3:31])[C:18]1[CH:23]=[CH:22][CH:21]=[CH:20][CH:19]=1, predict the reactants needed to synthesize it. The reactants are: [O-][CH2:2]C.[Na+].[C:5]([O:14][CH2:15][CH3:16])(=[O:13])[CH2:6][CH2:7][C:8]([O:10]CC)=[O:9].[CH2:17]([N:24]1[CH:28]=[CH:27][NH:26][C:25]1([CH3:31])C=O)[C:18]1[CH:23]=[CH:22][CH:21]=[CH:20][CH:19]=1. (3) Given the product [Br:1][C:2]1[C:3]([CH3:12])=[CH:4][C:5]([F:11])=[C:6]2[C:7]=1[CH:13]=[CH:14][NH:8]2, predict the reactants needed to synthesize it. The reactants are: [Br:1][C:2]1[CH:7]=[C:6]([N+:8]([O-])=O)[C:5]([F:11])=[CH:4][C:3]=1[CH3:12].[CH:13]([Mg]Br)=[CH2:14].O. (4) Given the product [CH2:30]([C:2]1[CH:3]=[CH:4][C:5]2[NH:10][C:9](=[O:11])[CH2:8][N:7]([C:12]([NH:14][CH:15]([C:18]3[CH:19]=[CH:20][C:21]([O:24][C:25]([F:28])([F:27])[F:26])=[CH:22][CH:23]=3)[CH2:16][CH3:17])=[O:13])[C:6]=2[N:29]=1)[C:31]1[CH:36]=[CH:35][CH:34]=[CH:33][CH:32]=1, predict the reactants needed to synthesize it. The reactants are: Cl[C:2]1[CH:3]=[CH:4][C:5]2[NH:10][C:9](=[O:11])[CH2:8][N:7]([C:12]([NH:14][CH:15]([C:18]3[CH:23]=[CH:22][C:21]([O:24][C:25]([F:28])([F:27])[F:26])=[CH:20][CH:19]=3)[CH2:16][CH3:17])=[O:13])[C:6]=2[N:29]=1.[CH2:30](B1OC(C)(C)C(C)(C)O1)[C:31]1[CH:36]=[CH:35][CH:34]=[CH:33][CH:32]=1.COCCOC.C(=O)([O-])[O-].[Cs+].[Cs+].